From a dataset of Catalyst prediction with 721,799 reactions and 888 catalyst types from USPTO. Predict which catalyst facilitates the given reaction. (1) Reactant: [OH:1][C@H:2]([C@H:10]1[O:15][CH2:14][CH2:13][NH:12][C:11]1=[O:16])[C:3]([O:5][C:6]([CH3:9])([CH3:8])[CH3:7])=[O:4].Br[C:18]1[CH:23]=[CH:22][CH:21]=[C:20]([C:24]([F:27])([F:26])[F:25])[N:19]=1.CN[C@@H]1CCCC[C@H]1NC.[O-]P([O-])([O-])=O.[K+].[K+].[K+]. Product: [OH:1][C@H:2]([C@H:10]1[O:15][CH2:14][CH2:13][N:12]([C:18]2[CH:23]=[CH:22][CH:21]=[C:20]([C:24]([F:27])([F:26])[F:25])[N:19]=2)[C:11]1=[O:16])[C:3]([O:5][C:6]([CH3:9])([CH3:7])[CH3:8])=[O:4]. The catalyst class is: 246. (2) Reactant: C(O[N:5]=[C:6]([C:8]1[C:13]([OH:14])=[CH:12][C:11]([CH3:15])=[CH:10][C:9]=1[OH:16])[CH3:7])(=O)C.Cl. Product: [CH3:7][C:6]1[C:8]2=[C:13]([OH:14])[CH:12]=[C:11]([CH3:15])[CH:10]=[C:9]2[O:16][N:5]=1. The catalyst class is: 17. (3) Reactant: [OH-:1].[Na+].[F:3][C:4]1([F:10])[CH2:7][CH:6]([C:8]#N)[CH2:5]1.[OH2:11]. Product: [F:3][C:4]1([F:10])[CH2:7][CH:6]([C:8]([OH:11])=[O:1])[CH2:5]1. The catalyst class is: 5. (4) Reactant: CC(C)([O-])C.[K+].[CH3:7][C:8]1[CH:13]=[CH:12][CH:11]=[CH:10][C:9]=1[N+:14]([O-:16])=[O:15].[CH2:17]([O:19][C:20](=[O:24])[CH:21](Cl)[CH3:22])[CH3:18].C([O-])(O)=O.[Na+]. Product: [CH3:7][C:8]1[CH:13]=[C:12]([CH:21]([CH3:22])[C:20]([O:19][CH2:17][CH3:18])=[O:24])[CH:11]=[CH:10][C:9]=1[N+:14]([O-:16])=[O:15]. The catalyst class is: 42. (5) Reactant: [CH3:1][O:2][C:3]1[CH:4]=[C:5]([C:12](=[O:14])[CH3:13])[CH:6]=[C:7]([O:10][CH3:11])[C:8]=1[OH:9].Cl.Cl[CH2:17][CH2:18][N:19]1[CH2:24][CH2:23][O:22][CH2:21][CH2:20]1.C(=O)([O-])[O-].[K+].[K+].CN(C)C=O. Product: [CH3:11][O:10][C:7]1[CH:6]=[C:5]([C:12](=[O:14])[CH3:13])[CH:4]=[C:3]([O:2][CH3:1])[C:8]=1[O:9][CH2:17][CH2:18][N:19]1[CH2:24][CH2:23][O:22][CH2:21][CH2:20]1. The catalyst class is: 6.